This data is from Full USPTO retrosynthesis dataset with 1.9M reactions from patents (1976-2016). The task is: Predict the reactants needed to synthesize the given product. (1) Given the product [CH3:22][O:21][CH2:20][C:15]1[CH:16]=[CH:17][CH:18]=[CH:19][C:14]=1[N:11]1[CH2:12][CH2:13][NH:8][CH2:9][CH2:10]1, predict the reactants needed to synthesize it. The reactants are: C([N:8]1[CH2:13][CH2:12][N:11]([C:14]2[CH:19]=[CH:18][CH:17]=[CH:16][C:15]=2[CH2:20][O:21][CH3:22])[CH2:10][CH2:9]1)C1C=CC=CC=1.C([O-])=O.[NH4+]. (2) The reactants are: [C:1]([C:4]1[CH:5]=[CH:6][C:7]([O:10][CH3:11])=[N:8][CH:9]=1)(=[O:3])[CH3:2].[Cl:12][C:13]1[CH:14]=[C:15]([CH:18]=[C:19]([Cl:21])[CH:20]=1)[CH:16]=O.[OH-].[K+]. Given the product [Cl:12][C:13]1[CH:14]=[C:15](/[CH:16]=[CH:2]/[C:1]([C:4]2[CH:9]=[N:8][C:7]([O:10][CH3:11])=[CH:6][CH:5]=2)=[O:3])[CH:18]=[C:19]([Cl:21])[CH:20]=1, predict the reactants needed to synthesize it. (3) Given the product [CH2:2]([O:9][CH2:10][CH2:11][CH:12]1[CH2:17][CH2:16][CH:15]([C@H:18]2[CH2:22][CH2:21][CH2:20][N:19]2[C:23]2[C:32]([CH2:33][Cl:1])=[CH:31][C:30]3[C:25](=[CH:26][C:27]([F:36])=[C:28]([F:35])[CH:29]=3)[N:24]=2)[CH2:14][CH2:13]1)[C:3]1[CH:8]=[CH:7][CH:6]=[CH:5][CH:4]=1, predict the reactants needed to synthesize it. The reactants are: [Cl-:1].[CH2:2]([O:9][CH2:10][CH2:11][CH:12]1[CH2:17][CH2:16][CH:15]([C@H:18]2[CH2:22][CH2:21][CH2:20][N:19]2[C:23]2[C:32]([CH2:33]O)=[CH:31][C:30]3[C:25](=[CH:26][C:27]([F:36])=[C:28]([F:35])[CH:29]=3)[N:24]=2)[CH2:14][CH2:13]1)[C:3]1[CH:8]=[CH:7][CH:6]=[CH:5][CH:4]=1.C(N(CC)C(C)C)(C)C.O.